Dataset: Reaction yield outcomes from USPTO patents with 853,638 reactions. Task: Predict the reaction yield, written as a fraction of the theoretical maximum amount of product (1.0 means a 100% yield; for example, 0.34 means a 34% yield). (1) The reactants are [C:1]([NH:4][CH2:5][C:6]([NH:8][C:9]1[N:27]=[C:12]2[CH:13]=[CH:14][CH:15]=[C:16]([C:17]3[CH:22]=[CH:21][CH:20]=[C:19]([S:23]([CH3:26])(=[O:25])=[O:24])[CH:18]=3)[N:11]2[N:10]=1)=O)(=O)[CH3:2].COC1C=CC(P2(SP(C3C=CC(OC)=CC=3)(=S)S2)=[S:37])=CC=1. No catalyst specified. The product is [CH3:2][C:1]1[S:37][C:6]([NH:8][C:9]2[N:27]=[C:12]3[CH:13]=[CH:14][CH:15]=[C:16]([C:17]4[CH:22]=[CH:21][CH:20]=[C:19]([S:23]([CH3:26])(=[O:25])=[O:24])[CH:18]=4)[N:11]3[N:10]=2)=[CH:5][N:4]=1. The yield is 0.400. (2) The reactants are [F:1][C:2]([F:43])([F:42])[C:3]1[CH:4]=[C:5]([C@H:13]([N:15]([CH3:41])[C:16]([N:18]2[CH2:32][CH2:31][C@:21]3([NH:25][C@@:24]([CH3:30])([C:26](OC)=[O:27])[CH2:23][CH2:22]3)[CH2:20][C@@H:19]2[C:33]2[CH:38]=[CH:37][C:36]([F:39])=[CH:35][C:34]=2[CH3:40])=[O:17])[CH3:14])[CH:6]=[C:7]([C:9]([F:12])([F:11])[F:10])[CH:8]=1.[BH4-].[Li+]. The catalyst is O1CCCC1. The product is [F:43][C:2]([F:1])([F:42])[C:3]1[CH:4]=[C:5]([C@H:13]([N:15]([CH3:41])[C:16]([N:18]2[CH2:32][CH2:31][C@:21]3([NH:25][C@:24]([CH2:26][OH:27])([CH3:30])[CH2:23][CH2:22]3)[CH2:20][C@@H:19]2[C:33]2[CH:38]=[CH:37][C:36]([F:39])=[CH:35][C:34]=2[CH3:40])=[O:17])[CH3:14])[CH:6]=[C:7]([C:9]([F:12])([F:10])[F:11])[CH:8]=1. The yield is 0.668. (3) The reactants are [I:1][C:2]1[CH:11]=[N:10][C:5]2[NH:6][CH2:7][CH2:8][NH:9][C:4]=2[CH:3]=1.[C:12]1([S:18](Cl)(=[O:20])=[O:19])[CH:17]=[CH:16][CH:15]=[CH:14][CH:13]=1. The catalyst is N1C=CC=CC=1. The product is [C:12]1([S:18]([N:9]2[CH2:8][CH2:7][NH:6][C:5]3[N:10]=[CH:11][C:2]([I:1])=[CH:3][C:4]2=3)(=[O:20])=[O:19])[CH:17]=[CH:16][CH:15]=[CH:14][CH:13]=1. The yield is 0.230. (4) The reactants are [Cl:1][C:2]1[CH:17]=[CH:16][C:15]([C:18]([F:21])([F:20])[F:19])=[CH:14][C:3]=1[O:4][C:5]1[CH:6]=[CH:7][C:8]([N+:11]([O-])=O)=[N:9][CH:10]=1. The catalyst is C(O)C.ClCCl.[Pd]. The product is [Cl:1][C:2]1[CH:17]=[CH:16][C:15]([C:18]([F:19])([F:21])[F:20])=[CH:14][C:3]=1[O:4][C:5]1[CH:6]=[CH:7][C:8]([NH2:11])=[N:9][CH:10]=1. The yield is 0.960.